This data is from Forward reaction prediction with 1.9M reactions from USPTO patents (1976-2016). The task is: Predict the product of the given reaction. The product is: [CH3:1][C:2]1[C:3]2[NH:18][C:20]([NH2:19])=[N:17][C:4]=2[CH:5]=[C:6]([B:8]2[O:12][C:11]([CH3:14])([CH3:13])[C:10]([CH3:16])([CH3:15])[O:9]2)[CH:7]=1. Given the reactants [CH3:1][C:2]1[CH:7]=[C:6]([B:8]2[O:12][C:11]([CH3:14])([CH3:13])[C:10]([CH3:16])([CH3:15])[O:9]2)[CH:5]=[C:4]([NH2:17])[C:3]=1[NH2:18].[N:19]#[C:20]Br, predict the reaction product.